From a dataset of Catalyst prediction with 721,799 reactions and 888 catalyst types from USPTO. Predict which catalyst facilitates the given reaction. (1) Product: [CH3:19][O:18][C:16]1[C:17]([CH:9]=[N:7][C:2]2[N:3]=[CH:4][CH:5]=[CH:6][N:1]=2)=[C:12]([CH:13]=[C:14]([O:20][CH3:21])[CH:15]=1)[C:11]([OH:22])=[O:10]. The catalyst class is: 8. Reactant: [N:1]1[CH:6]=[CH:5][CH:4]=[N:3][C:2]=1[NH2:7].O[CH:9]1[C:17]2[C:12](=[CH:13][C:14]([O:20][CH3:21])=[CH:15][C:16]=2[O:18][CH3:19])[C:11](=[O:22])[O:10]1.CCCCCCC. (2) Reactant: [CH3:1][O:2][C:3](=[O:26])[CH2:4][N:5]([CH2:17][C:18]1[CH:23]=[CH:22][C:21]([CH2:24][NH2:25])=[CH:20][CH:19]=1)[CH2:6][CH2:7][CH2:8][CH2:9][N:10]([CH2:14][CH2:15][CH3:16])[CH2:11][CH2:12][CH3:13].C(OC)(OC)OC.[C:34]([BH3-])#[N:35].[Na+].[CH3:38][N:39]1[CH:43]=[CH:42][N:41]=[C:40]1[CH:44]=O. Product: [CH3:1][O:2][C:3](=[O:26])[CH2:4][N:5]([CH2:17][C:18]1[CH:23]=[CH:22][C:21]([CH2:24][N:25]([CH2:7][C:6]2[N:35]([CH3:34])[CH:3]=[CH:4][N:5]=2)[CH2:44][C:40]2[N:39]([CH3:38])[CH:43]=[CH:42][N:41]=2)=[CH:20][CH:19]=1)[CH2:6][CH2:7][CH2:8][CH2:9][N:10]([CH2:14][CH2:15][CH3:16])[CH2:11][CH2:12][CH3:13]. The catalyst class is: 130. (3) Reactant: [P:1](=[S:5])([OH:4])([OH:3])[SH:2].[OH-].[Ca+2:7].[OH-].C(OCCOCCOCCO)CCC.OO. Product: [P:1]([O-:4])([O-:3])([S-:5])=[S:2].[Ca+2:7].[P:1]([O-:4])([O-:3])([S-:5])=[S:2].[Ca+2:7].[Ca+2:7]. The catalyst class is: 6. (4) The catalyst class is: 59. Reactant: O[CH2:2][C:3]1[CH:8]=[C:7]([C:9]2[CH:10]=[C:11]([C:15]3[CH2:21][C:20](=[O:22])[NH:19][C:18]4[CH:23]=[C:24]([C:33]([F:36])([F:35])[F:34])[C:25]([O:27][CH2:28][C:29]([F:32])([F:31])[F:30])=[CH:26][C:17]=4[N:16]=3)[CH:12]=[CH:13][CH:14]=2)[CH:6]=[CH:5][N:4]=1.S(Cl)(Cl)=O.[Cl-].[CH:42]1([NH2:45])[CH2:44][CH2:43]1. Product: [CH:42]1([NH:45][CH2:2][C:3]2[CH:8]=[C:7]([C:9]3[CH:10]=[C:11]([C:15]4[CH2:21][C:20](=[O:22])[NH:19][C:18]5[CH:23]=[C:24]([C:33]([F:36])([F:34])[F:35])[C:25]([O:27][CH2:28][C:29]([F:30])([F:31])[F:32])=[CH:26][C:17]=5[N:16]=4)[CH:12]=[CH:13][CH:14]=3)[CH:6]=[CH:5][N:4]=2)[CH2:44][CH2:43]1.